From a dataset of Catalyst prediction with 721,799 reactions and 888 catalyst types from USPTO. Predict which catalyst facilitates the given reaction. Reactant: C(NC(C)C)(C)C.C([Li])CCC.[C:13](#[N:17])[CH:14]([CH3:16])[CH3:15].Br[CH2:19][CH2:20][NH:21][C:22](=[O:31])[O:23][CH2:24][C:25]1[CH:30]=[CH:29][CH:28]=[CH:27][CH:26]=1. Product: [C:13]([C:14]([CH3:16])([CH3:15])[CH2:19][CH2:20][NH:21][C:22](=[O:31])[O:23][CH2:24][C:25]1[CH:30]=[CH:29][CH:28]=[CH:27][CH:26]=1)#[N:17]. The catalyst class is: 20.